This data is from Drug-target binding data from BindingDB using IC50 measurements. The task is: Regression. Given a target protein amino acid sequence and a drug SMILES string, predict the binding affinity score between them. We predict pIC50 (pIC50 = -log10(IC50 in M); higher means more potent). Dataset: bindingdb_ic50. (1) The drug is COc1cc(C(C)C#Cc2c(C)nc(N)nc2N)cc(OC)c1OC. The target protein sequence is MIVSFMVAMDENRVIGKDNNLPWRLPSELQYVKKTTMGHPLIMGRKNYEAIGRPLPGRRNIIVTRNEGYHVEGCEVAHSVEEVFELCKNEEEIFIFGGAQIYDLFLPYVDKLYITKIHHAFEGDTFFPEMDMTNWKEVFVEKGLTDEKNPYTYYYHVYEKQQ. The pIC50 is 4.5. (2) The target protein sequence is MVKKSLRQFTLMATATVTLLLGSVPLYAQTVDVQQKLAELEQQSGGRLGVALINTADNSQILYRADERFAMCSTSKVMAVAAVLKKSESEPNLLNQRVEIKKSDLVNYNPIAEKHVNGTMSLAELSAAALQYSDNVAMNKLIAHVGGPASVTAFARQLGDETFRLDRTEPTLNTAIPGDPRDTTSPRAMAQTLRNLTLGKALGDSQRAQLVTWMKGNTTGAASIQAGLPASWVVGDKTGSGGYGTTNDIAVIWPKDRAPLILVIYFTQPQPKAESRRDVLASAAKIVTDGL. The pIC50 is 8.0. The small molecule is O=C(O)[C@H]1/C(=C/CO)O[C@@H]2CC(=O)N21.